Dataset: Catalyst prediction with 721,799 reactions and 888 catalyst types from USPTO. Task: Predict which catalyst facilitates the given reaction. (1) Reactant: [Cl:1][C:2]1[CH:3]=[C:4]2[C:8](=[C:9]([N+:11]([O-:13])=[O:12])[CH:10]=1)[NH:7][C:6]([C:14]1[CH:19]=[CH:18][CH:17]=[CH:16][CH:15]=1)=[C:5]2[CH:20]=O.C(O)(=O)C.[O:26]=[C:27]1[CH2:32][NH:31][CH2:30][CH2:29][NH:28]1.C(O[BH-](OC(=O)C)OC(=O)C)(=O)C.[Na+]. Product: [Cl:1][C:2]1[CH:3]=[C:4]2[C:8](=[C:9]([N+:11]([O-:13])=[O:12])[CH:10]=1)[NH:7][C:6]([C:14]1[CH:19]=[CH:18][CH:17]=[CH:16][CH:15]=1)=[C:5]2[CH2:20][N:31]1[CH2:30][CH2:29][NH:28][C:27](=[O:26])[CH2:32]1. The catalyst class is: 46. (2) Reactant: [C:1](OO)(=O)[CH3:2].[C:6]([O:14][CH:15]([C:24]1[CH:29]=[CH:28][CH:27]=[CH:26][CH:25]=1)C(=O)C1C=CC=CC=1)(=[O:13])[C:7]1[CH:12]=[CH:11][CH:10]=[CH:9][CH:8]=1.[C:30]([O-:33])([O-])=[O:31].[Na+].[Na+]. Product: [C:30]([O:33][CH:15]([O:14][C:6](=[O:13])[C:7]1[CH:8]=[CH:9][CH:10]=[CH:11][CH:12]=1)[C:24]1[CH:25]=[CH:26][CH:27]=[CH:28][CH:29]=1)(=[O:31])[C:2]1[CH:1]=[CH:9][CH:8]=[CH:7][CH:6]=1. The catalyst class is: 4.